Dataset: Catalyst prediction with 721,799 reactions and 888 catalyst types from USPTO. Task: Predict which catalyst facilitates the given reaction. Reactant: [NH2:1][C:2]1[N:7]=[CH:6][C:5]([CH:8]2[CH2:12][CH2:11][N:10](C(OC(C)(C)C)=O)[CH2:9]2)=[CH:4][C:3]=1[Br:20].C(O)(C(F)(F)F)=O. Product: [Br:20][C:3]1[C:2]([NH2:1])=[N:7][CH:6]=[C:5]([CH:8]2[CH2:12][CH2:11][NH:10][CH2:9]2)[CH:4]=1. The catalyst class is: 2.